From a dataset of Serine/threonine kinase 33 screen with 319,792 compounds. Binary Classification. Given a drug SMILES string, predict its activity (active/inactive) in a high-throughput screening assay against a specified biological target. The molecule is N(CC1CC1)CCC=1CCCCC1. The result is 0 (inactive).